This data is from NCI-60 drug combinations with 297,098 pairs across 59 cell lines. The task is: Regression. Given two drug SMILES strings and cell line genomic features, predict the synergy score measuring deviation from expected non-interaction effect. (1) Drug 1: COC1=NC(=NC2=C1N=CN2C3C(C(C(O3)CO)O)O)N. Drug 2: C1CN(P(=O)(OC1)NCCCl)CCCl. Cell line: HS 578T. Synergy scores: CSS=1.06, Synergy_ZIP=-4.60, Synergy_Bliss=-12.9, Synergy_Loewe=-4.82, Synergy_HSA=-11.3. (2) Drug 1: CN1CCC(CC1)COC2=C(C=C3C(=C2)N=CN=C3NC4=C(C=C(C=C4)Br)F)OC. Drug 2: CC(C)(C#N)C1=CC(=CC(=C1)CN2C=NC=N2)C(C)(C)C#N. Cell line: OVCAR-4. Synergy scores: CSS=12.6, Synergy_ZIP=-2.45, Synergy_Bliss=-0.0235, Synergy_Loewe=2.33, Synergy_HSA=1.12. (3) Drug 1: C1=CC=C(C(=C1)C(C2=CC=C(C=C2)Cl)C(Cl)Cl)Cl. Drug 2: COCCOC1=C(C=C2C(=C1)C(=NC=N2)NC3=CC=CC(=C3)C#C)OCCOC.Cl. Cell line: OVCAR3. Synergy scores: CSS=16.2, Synergy_ZIP=5.96, Synergy_Bliss=7.28, Synergy_Loewe=3.42, Synergy_HSA=0.979. (4) Drug 1: C1=CC(=CC=C1CCCC(=O)O)N(CCCl)CCCl. Drug 2: CC12CCC3C(C1CCC2OP(=O)(O)O)CCC4=C3C=CC(=C4)OC(=O)N(CCCl)CCCl.[Na+]. Cell line: OVCAR-4. Synergy scores: CSS=-3.33, Synergy_ZIP=-0.498, Synergy_Bliss=-5.31, Synergy_Loewe=-7.85, Synergy_HSA=-6.72. (5) Drug 1: CC=C1C(=O)NC(C(=O)OC2CC(=O)NC(C(=O)NC(CSSCCC=C2)C(=O)N1)C(C)C)C(C)C. Drug 2: CCC1=C2CN3C(=CC4=C(C3=O)COC(=O)C4(CC)O)C2=NC5=C1C=C(C=C5)O. Cell line: T-47D. Synergy scores: CSS=51.1, Synergy_ZIP=5.56, Synergy_Bliss=5.68, Synergy_Loewe=-12.3, Synergy_HSA=2.60. (6) Drug 1: CC1=C(C(CCC1)(C)C)C=CC(=CC=CC(=CC(=O)O)C)C. Drug 2: C1CC(C1)(C(=O)O)C(=O)O.[NH2-].[NH2-].[Pt+2]. Cell line: RPMI-8226. Synergy scores: CSS=43.0, Synergy_ZIP=-8.07, Synergy_Bliss=-9.12, Synergy_Loewe=-16.9, Synergy_HSA=-3.00. (7) Drug 1: CS(=O)(=O)C1=CC(=C(C=C1)C(=O)NC2=CC(=C(C=C2)Cl)C3=CC=CC=N3)Cl. Drug 2: CCCCC(=O)OCC(=O)C1(CC(C2=C(C1)C(=C3C(=C2O)C(=O)C4=C(C3=O)C=CC=C4OC)O)OC5CC(C(C(O5)C)O)NC(=O)C(F)(F)F)O. Cell line: SF-268. Synergy scores: CSS=3.02, Synergy_ZIP=1.13, Synergy_Bliss=2.75, Synergy_Loewe=1.66, Synergy_HSA=-0.116.